Dataset: Catalyst prediction with 721,799 reactions and 888 catalyst types from USPTO. Task: Predict which catalyst facilitates the given reaction. Reactant: [Cl:1][C:2]1[C:10]([Cl:11])=[CH:9][C:5]([C:6](Cl)=[O:7])=[C:4]([F:12])[CH:3]=1.[NH2:13][C:14]1[CH:23]=[CH:22][C:17]([C:18]([O:20][CH3:21])=[O:19])=[CH:16][CH:15]=1.N1C=CC=CC=1.O. Product: [Cl:1][C:2]1[C:10]([Cl:11])=[CH:9][C:5]([C:6]([NH:13][C:14]2[CH:15]=[CH:16][C:17]([C:18]([O:20][CH3:21])=[O:19])=[CH:22][CH:23]=2)=[O:7])=[C:4]([F:12])[CH:3]=1. The catalyst class is: 4.